This data is from Forward reaction prediction with 1.9M reactions from USPTO patents (1976-2016). The task is: Predict the product of the given reaction. (1) The product is: [CH3:28][C:13]1([C:10]2[O:11][C:12]3[C:4]([C:1]([NH2:2])=[O:3])=[CH:5][CH:6]=[CH:7][C:8]=3[N:9]=2)[CH2:17][CH2:16][CH2:15][NH:14]1. Given the reactants [C:1]([C:4]1[C:12]2[O:11][C:10]([C:13]3([CH3:28])[CH2:17][CH2:16][CH2:15][N:14]3C(OCC3C=CC=CC=3)=O)=[N:9][C:8]=2[CH:7]=[CH:6][CH:5]=1)(=[O:3])[NH2:2].[H][H], predict the reaction product. (2) Given the reactants [Al+3].[Cl-].[Cl-].[Cl-].[C:5]1([O:11][C:12]2[CH:17]=[CH:16][CH:15]=[CH:14][CH:13]=2)[CH:10]=[CH:9][CH:8]=[CH:7][CH:6]=1.[Br:18][C:19]([CH3:24])([CH3:23])[C:20](Br)=[O:21], predict the reaction product. The product is: [Br:18][C:19]([CH3:24])([CH3:23])[C:20]([C:15]1[CH:14]=[CH:13][C:12]([O:11][C:5]2[CH:6]=[CH:7][CH:8]=[CH:9][CH:10]=2)=[CH:17][CH:16]=1)=[O:21]. (3) Given the reactants [NH:1]1[CH:5]=[CH:4][CH:3]=[C:2]1[C:6]1C(=O)[C:9](=[O:12])[C:8]2([CH2:17][CH2:16][CH2:15][CH2:14][CH2:13]2)[N:7]=1.[NH2:18][C@H:19]([CH2:23][OH:24])[CH:20]([CH3:22])[CH3:21].C(OCC)(=[O:27])C, predict the reaction product. The product is: [NH:1]1[CH:5]=[CH:4][CH:3]=[C:2]1[C:6]([NH:7][C:8]1([C:9]([NH:18][C@H:19]([CH2:23][OH:24])[CH:20]([CH3:22])[CH3:21])=[O:12])[CH2:13][CH2:14][CH2:15][CH2:16][CH2:17]1)=[O:27].